Dataset: Forward reaction prediction with 1.9M reactions from USPTO patents (1976-2016). Task: Predict the product of the given reaction. Given the reactants [C:1]1([C@@H:7]([OH:9])[CH3:8])[CH:6]=[CH:5][CH:4]=[CH:3][CH:2]=1.C1(P(C2C=CC=CC=2)C2C=CC=CC=2)C=CC=CC=1.O[C:30]1[CH:31]=[C:32]([C:40]2[CH:41]=[C:42]([CH3:48])[C:43](=[O:47])[N:44]([CH3:46])[CH:45]=2)[CH:33]=[C:34]([S:36]([CH3:39])(=[O:38])=[O:37])[CH:35]=1.CC(OC(/N=N/C(OC(C)C)=O)=O)C, predict the reaction product. The product is: [CH3:46][N:44]1[CH:45]=[C:40]([C:32]2[CH:31]=[C:30]([O:9][C@@H:7]([C:1]3[CH:6]=[CH:5][CH:4]=[CH:3][CH:2]=3)[CH3:8])[CH:35]=[C:34]([S:36]([CH3:39])(=[O:38])=[O:37])[CH:33]=2)[CH:41]=[C:42]([CH3:48])[C:43]1=[O:47].